From a dataset of NCI-60 drug combinations with 297,098 pairs across 59 cell lines. Regression. Given two drug SMILES strings and cell line genomic features, predict the synergy score measuring deviation from expected non-interaction effect. Drug 1: CC1C(C(CC(O1)OC2CC(CC3=C2C(=C4C(=C3O)C(=O)C5=C(C4=O)C(=CC=C5)OC)O)(C(=O)C)O)N)O.Cl. Drug 2: CCC1(CC2CC(C3=C(CCN(C2)C1)C4=CC=CC=C4N3)(C5=C(C=C6C(=C5)C78CCN9C7C(C=CC9)(C(C(C8N6C=O)(C(=O)OC)O)OC(=O)C)CC)OC)C(=O)OC)O.OS(=O)(=O)O. Cell line: HCT116. Synergy scores: CSS=45.6, Synergy_ZIP=6.03, Synergy_Bliss=6.71, Synergy_Loewe=1.78, Synergy_HSA=7.00.